Predict the reactants needed to synthesize the given product. From a dataset of Full USPTO retrosynthesis dataset with 1.9M reactions from patents (1976-2016). Given the product [CH3:27][O:28][C:29](=[O:47])[CH2:30][N:31]1[C:35](=[O:36])[N:34]([CH2:37][CH:38]([OH:39])[C:2]([F:4])([F:3])[F:1])[C:33]([C:40]2[CH:41]=[CH:42][C:43]([Cl:46])=[CH:44][CH:45]=2)=[N:32]1, predict the reactants needed to synthesize it. The reactants are: [F:1][C:2]([Si](C)(C)C)([F:4])[F:3].[F-].C([N+](CCCC)(CCCC)CCCC)CCC.[CH3:27][O:28][C:29](=[O:47])[CH2:30][N:31]1[C:35](=[O:36])[N:34]([CH2:37][CH:38]=[O:39])[C:33]([C:40]2[CH:45]=[CH:44][C:43]([Cl:46])=[CH:42][CH:41]=2)=[N:32]1.Cl.